The task is: Predict the reaction yield, written as a fraction of the theoretical maximum amount of product (1.0 means a 100% yield; for example, 0.34 means a 34% yield).. This data is from Reaction yield outcomes from USPTO patents with 853,638 reactions. (1) The reactants are [O:1]1[CH2:6][CH2:5][CH2:4][O:3][CH:2]1[CH2:7][CH2:8][N:9]1[CH2:14][CH2:13][CH:12]([N:15]([CH2:30][C:31]2[CH:36]=[CH:35][C:34]([F:37])=[CH:33][CH:32]=2)C(=O)CC2C=CC(OCC(C)C)=CC=2)[CH2:11][CH2:10]1.C(O)[C@@H](O)C. No catalyst specified. The product is [O:1]1[CH2:6][CH2:5][CH2:4][O:3][CH:2]1[CH2:7][CH2:8][N:9]1[CH2:10][CH2:11][CH:12]([NH:15][CH2:30][C:31]2[CH:36]=[CH:35][C:34]([F:37])=[CH:33][CH:32]=2)[CH2:13][CH2:14]1. The yield is 0.530. (2) The reactants are [CH3:1][C:2]1[CH:3]=[C:4]2[C:9](=[CH:10][CH:11]=1)[N:8]=[C:7]([NH:12][CH3:13])[C:6]([CH:14]=[O:15])=[CH:5]2.[BH4-].[Na+]. The catalyst is C1COCC1. The product is [CH3:1][C:2]1[CH:3]=[C:4]2[C:9](=[CH:10][CH:11]=1)[N:8]=[C:7]([NH:12][CH3:13])[C:6]([CH2:14][OH:15])=[CH:5]2. The yield is 0.550. (3) The product is [F:1][C:2]1[CH:10]=[C:9]2[C:5]([C:6]([CH:11]=[O:12])=[CH:7][N:8]2[S:23]([C:20]2[CH:21]=[CH:22][C:17]([O:16][CH3:15])=[C:18]([CH:27]3[CH2:28][CH2:29][N:30]([C:33](=[O:38])[C:34]([Cl:37])([Cl:35])[Cl:36])[CH2:31][CH2:32]3)[CH:19]=2)(=[O:25])=[O:24])=[CH:4][CH:3]=1. The yield is 0.971. The catalyst is C1COCC1. The reactants are [F:1][C:2]1[CH:10]=[C:9]2[C:5]([C:6]([CH:11]=[O:12])=[CH:7][NH:8]2)=[CH:4][CH:3]=1.[H-].[Na+].[CH3:15][O:16][C:17]1[CH:22]=[CH:21][C:20]([S:23](Cl)(=[O:25])=[O:24])=[CH:19][C:18]=1[CH:27]1[CH2:32][CH2:31][N:30]([C:33](=[O:38])[C:34]([Cl:37])([Cl:36])[Cl:35])[CH2:29][CH2:28]1. (4) The reactants are [NH2:1][CH2:2][CH2:3][C:4]1[CH:9]=[CH:8][C:7]([OH:10])=[CH:6][CH:5]=1.C(=O)(O)[O-].[Na+].Cl[C:17]([O:19][CH3:20])=[O:18]. The catalyst is C1COCC1.O. The product is [CH3:20][O:19][C:17](=[O:18])[NH:1][CH2:2][CH2:3][C:4]1[CH:9]=[CH:8][C:7]([OH:10])=[CH:6][CH:5]=1. The yield is 1.00. (5) The reactants are C([N:8]1[CH2:12][CH:11]([OH:13])[CH:10]([NH:14][C:15]([C:17]2[C:21]([CH3:22])=[C:20](/[CH:23]=[C:24]3\[C:25](=[O:34])[NH:26][C:27]4[C:32]\3=[CH:31][C:30]([F:33])=[CH:29][CH:28]=4)[NH:19][C:18]=2[CH3:35])=[O:16])[CH2:9]1)C1C=CC=CC=1.CN(C=O)C. The catalyst is C(O)(=O)C.[Pd].CO. The product is [OH:13][CH:11]1[CH2:12][NH:8][CH2:9][CH:10]1[NH:14][C:15]([C:17]1[C:21]([CH3:22])=[C:20](/[CH:23]=[C:24]2\[C:25](=[O:34])[NH:26][C:27]3[C:32]\2=[CH:31][C:30]([F:33])=[CH:29][CH:28]=3)[NH:19][C:18]=1[CH3:35])=[O:16]. The yield is 0.670. (6) The yield is 0.350. The catalyst is CCO. The product is [Cl:26][C:21]1[CH:20]=[C:19]([NH:18][C:5]2[C:4]3[C:9](=[C:10]([C:12]([F:13])([F:14])[F:15])[CH:11]=[C:2]([NH:1][CH2:32][C:31]4[S:27][CH:28]=[N:29][CH:30]=4)[CH:3]=3)[N:8]=[CH:7][C:6]=2[C:16]#[N:17])[CH:24]=[CH:23][C:22]=1[F:25]. The reactants are [NH2:1][C:2]1[CH:3]=[C:4]2[C:9](=[C:10]([C:12]([F:15])([F:14])[F:13])[CH:11]=1)[N:8]=[CH:7][C:6]([C:16]#[N:17])=[C:5]2[NH:18][C:19]1[CH:24]=[CH:23][C:22]([F:25])=[C:21]([Cl:26])[CH:20]=1.[S:27]1[C:31]([CH:32]=O)=[CH:30][N:29]=[CH:28]1.[BH3-]C#N.[Na+].